Regression. Given two drug SMILES strings and cell line genomic features, predict the synergy score measuring deviation from expected non-interaction effect. From a dataset of NCI-60 drug combinations with 297,098 pairs across 59 cell lines. (1) Drug 1: CCC1=CC2CC(C3=C(CN(C2)C1)C4=CC=CC=C4N3)(C5=C(C=C6C(=C5)C78CCN9C7C(C=CC9)(C(C(C8N6C)(C(=O)OC)O)OC(=O)C)CC)OC)C(=O)OC.C(C(C(=O)O)O)(C(=O)O)O. Drug 2: CC12CCC3C(C1CCC2OP(=O)(O)O)CCC4=C3C=CC(=C4)OC(=O)N(CCCl)CCCl.[Na+]. Cell line: SW-620. Synergy scores: CSS=43.4, Synergy_ZIP=2.50, Synergy_Bliss=2.54, Synergy_Loewe=-20.8, Synergy_HSA=2.87. (2) Drug 1: CC(C1=C(C=CC(=C1Cl)F)Cl)OC2=C(N=CC(=C2)C3=CN(N=C3)C4CCNCC4)N. Drug 2: CC1=C(C(=O)C2=C(C1=O)N3CC4C(C3(C2COC(=O)N)OC)N4)N. Cell line: M14. Synergy scores: CSS=37.4, Synergy_ZIP=-0.206, Synergy_Bliss=-3.03, Synergy_Loewe=-32.6, Synergy_HSA=-5.69. (3) Drug 1: CC1C(C(=O)NC(C(=O)N2CCCC2C(=O)N(CC(=O)N(C(C(=O)O1)C(C)C)C)C)C(C)C)NC(=O)C3=C4C(=C(C=C3)C)OC5=C(C(=O)C(=C(C5=N4)C(=O)NC6C(OC(=O)C(N(C(=O)CN(C(=O)C7CCCN7C(=O)C(NC6=O)C(C)C)C)C)C(C)C)C)N)C. Drug 2: CCCCCOC(=O)NC1=NC(=O)N(C=C1F)C2C(C(C(O2)C)O)O. Cell line: BT-549. Synergy scores: CSS=3.38, Synergy_ZIP=-3.18, Synergy_Bliss=-3.75, Synergy_Loewe=-2.37, Synergy_HSA=-1.89. (4) Drug 1: C1=CN(C(=O)N=C1N)C2C(C(C(O2)CO)O)O.Cl. Drug 2: CN(C(=O)NC(C=O)C(C(C(CO)O)O)O)N=O. Cell line: HOP-92. Synergy scores: CSS=26.6, Synergy_ZIP=-4.59, Synergy_Bliss=2.83, Synergy_Loewe=-37.6, Synergy_HSA=4.43. (5) Drug 1: CS(=O)(=O)C1=CC(=C(C=C1)C(=O)NC2=CC(=C(C=C2)Cl)C3=CC=CC=N3)Cl. Drug 2: C(=O)(N)NO. Cell line: NCI-H522. Synergy scores: CSS=13.3, Synergy_ZIP=-2.58, Synergy_Bliss=3.16, Synergy_Loewe=2.15, Synergy_HSA=3.60. (6) Drug 1: C1=CC(=C2C(=C1NCCNCCO)C(=O)C3=C(C=CC(=C3C2=O)O)O)NCCNCCO. Drug 2: C(CC(=O)O)C(=O)CN.Cl. Cell line: HCT-15. Synergy scores: CSS=53.6, Synergy_ZIP=-0.238, Synergy_Bliss=-1.01, Synergy_Loewe=-65.2, Synergy_HSA=-0.962.